Dataset: Catalyst prediction with 721,799 reactions and 888 catalyst types from USPTO. Task: Predict which catalyst facilitates the given reaction. (1) Reactant: [C:1]([O:5][C:6]([N:8]1[CH2:13][CH2:12][CH:11]([C:14](=[O:23])[NH:15][C:16]2[CH:21]=[CH:20][CH:19]=[CH:18][C:17]=2[Br:22])[CH2:10][CH2:9]1)=[O:7])([CH3:4])([CH3:3])[CH3:2].[H-].[Na+].[CH3:26]I. Product: [C:1]([O:5][C:6]([N:8]1[CH2:13][CH2:12][CH:11]([C:14](=[O:23])[N:15]([C:16]2[CH:21]=[CH:20][CH:19]=[CH:18][C:17]=2[Br:22])[CH3:26])[CH2:10][CH2:9]1)=[O:7])([CH3:4])([CH3:2])[CH3:3]. The catalyst class is: 9. (2) Reactant: Cl.[Br:2][C:3]1[CH:4]=[C:5]([C:12]([OH:14])=O)[C:6]2[N:7]([CH:9]=[CH:10][N:11]=2)[CH:8]=1.CN(C(ON1N=NC2C=CC=NC1=2)=[N+](C)C)C.F[P-](F)(F)(F)(F)F.CCN(C(C)C)C(C)C.Cl.[O:49]1[CH:52]=[C:51]([NH2:53])[CH2:50]1. Product: [Br:2][C:3]1[CH:4]=[C:5]([C:12]([NH:53][CH:51]2[CH2:52][O:49][CH2:50]2)=[O:14])[C:6]2[N:7]([CH:9]=[CH:10][N:11]=2)[CH:8]=1. The catalyst class is: 18. (3) Reactant: [CH2:1]([C:3]1[CH:8]=[CH:7][C:6]([C:9]2[C:17]3[C:16](=O)[NH:15][CH:14]=[N:13][C:12]=3[O:11][C:10]=2[C:19]2[CH:24]=[CH:23][CH:22]=[CH:21][CH:20]=2)=[CH:5][CH:4]=1)[CH3:2].P(Cl)(Cl)([Cl:27])=O.N. Product: [Cl:27][C:16]1[C:17]2[C:9]([C:6]3[CH:5]=[CH:4][C:3]([CH2:1][CH3:2])=[CH:8][CH:7]=3)=[C:10]([C:19]3[CH:24]=[CH:23][CH:22]=[CH:21][CH:20]=3)[O:11][C:12]=2[N:13]=[CH:14][N:15]=1. The catalyst class is: 6. (4) Reactant: [CH2:1]([O:8][C:9]1[CH:17]=[CH:16][C:12]([C:13]([OH:15])=O)=[CH:11][CH:10]=1)[C:2]1[CH:7]=[CH:6][CH:5]=[CH:4][CH:3]=1.C(#N)C.C(N(CC)CC)C.Cl.[CH3:29][O:30][NH:31][CH3:32]. Product: [CH2:1]([O:8][C:9]1[CH:10]=[CH:11][C:12]([C:13]([N:31]([O:30][CH3:29])[CH3:32])=[O:15])=[CH:16][CH:17]=1)[C:2]1[CH:3]=[CH:4][CH:5]=[CH:6][CH:7]=1. The catalyst class is: 12. (5) Reactant: [NH2:1][CH2:2][CH2:3][CH2:4][CH2:5][C@H:6]([NH:22][C:23](=[O:37])[CH2:24][C:25]1[C:33]2[C:28](=[CH:29][CH:30]=[C:31]([O:34][CH3:35])[CH:32]=2)[NH:27][C:26]=1[CH3:36])[C:7]1[NH:8][C:9]([C:12]2[CH:21]=[CH:20][C:19]3[C:14](=[CH:15][CH:16]=[CH:17][CH:18]=3)[CH:13]=2)=[CH:10][N:11]=1.CCN(CC)CC.ClC(Cl)(O[C:49](=[O:55])OC(Cl)(Cl)Cl)Cl.[Si]([O:64][NH2:65])(C(C)(C)C)(C)C.[C:66]([OH:72])([C:68]([F:71])([F:70])[F:69])=[O:67].O. Product: [F:69][C:68]([F:71])([F:70])[C:66]([O-:72])=[O:67].[OH:64][NH:65][C:49]([NH:1][CH2:2][CH2:3][CH2:4][CH2:5][C@@H:6]([C:7]1[NH:8][C:9]([C:12]2[CH:21]=[CH:20][C:19]3[C:14](=[CH:15][CH:16]=[CH:17][CH:18]=3)[CH:13]=2)=[CH:10][NH+:11]=1)[NH:22][C:23](=[O:37])[CH2:24][C:25]1[C:33]2[C:28](=[CH:29][CH:30]=[C:31]([O:34][CH3:35])[CH:32]=2)[NH:27][C:26]=1[CH3:36])=[O:55]. The catalyst class is: 59. (6) Reactant: [Cl:1][C:2]1[CH:3]=[C:4]([CH:8]([NH:11][C:12]2[O:13][C:14]3[C:20]([O:21][CH3:22])=[CH:19][C:18]([C:23]([OH:25])=O)=[CH:17][C:15]=3[N:16]=2)[CH2:9][F:10])[CH:5]=[CH:6][CH:7]=1.[CH3:26][CH:27]1[CH2:32][NH:31][CH:30]([CH:33]2[CH2:36][CH:35]([OH:37])[CH2:34]2)[CH2:29][O:28]1.C(N(CC)C(C)C)(C)C.CN(C(ON1N=NC2C=CC=NC1=2)=[N+](C)C)C.F[P-](F)(F)(F)(F)F. Product: [Cl:1][C:2]1[CH:3]=[C:4]([CH:8]([NH:11][C:12]2[O:13][C:14]3[C:20]([O:21][CH3:22])=[CH:19][C:18]([C:23]([N:31]4[CH:30]([CH:33]5[CH2:34][CH:35]([OH:37])[CH2:36]5)[CH2:29][O:28][CH:27]([CH3:26])[CH2:32]4)=[O:25])=[CH:17][C:15]=3[N:16]=2)[CH2:9][F:10])[CH:5]=[CH:6][CH:7]=1. The catalyst class is: 9. (7) Reactant: [C:1]1([C:7]2[O:11][N:10]=[C:9]([C:12]3[O:16][N:15]=[C:14]([C:17]4[CH:22]=[CH:21][C:20]([CH2:23][CH2:24]O)=[CH:19][CH:18]=4)[N:13]=3)[C:8]=2[CH2:26][CH2:27][CH3:28])[CH:6]=[CH:5][CH:4]=[CH:3][CH:2]=1.P(Br)(Br)[Br:30]. Product: [Br:30][CH2:24][CH2:23][C:20]1[CH:21]=[CH:22][C:17]([C:14]2[N:13]=[C:12]([C:9]3[C:8]([CH2:26][CH2:27][CH3:28])=[C:7]([C:1]4[CH:6]=[CH:5][CH:4]=[CH:3][CH:2]=4)[O:11][N:10]=3)[O:16][N:15]=2)=[CH:18][CH:19]=1. The catalyst class is: 417.